This data is from Forward reaction prediction with 1.9M reactions from USPTO patents (1976-2016). The task is: Predict the product of the given reaction. (1) The product is: [CH:31]1([N:8]2[C:9]3[C:14](=[CH:13][CH:12]=[C:11]([C:17]4[CH:18]=[C:19]5[CH2:24][N:23]([CH3:25])[CH2:22][CH2:21][N:20]5[CH:26]=4)[C:10]=3[O:27][CH:28]([F:29])[F:30])[C:15](=[O:16])[C:6]([C:4]([OH:5])=[O:3])=[CH:7]2)[CH2:33][CH2:32]1. Given the reactants C([O:3][C:4]([C:6]1[C:15](=[O:16])[C:14]2[C:9](=[C:10]([O:27][CH:28]([F:30])[F:29])[C:11]([C:17]3[CH:18]=[C:19]4[CH2:24][N:23]([CH3:25])[CH2:22][CH2:21][N:20]4[CH:26]=3)=[CH:12][CH:13]=2)[N:8]([CH:31]2[CH2:33][CH2:32]2)[CH:7]=1)=[O:5])C.Cl, predict the reaction product. (2) Given the reactants [OH:1][C:2]1[CH:3]=[C:4]([CH2:8][CH2:9][CH2:10][NH:11][C:12]2[N:17]=[C:16]([CH3:18])[C:15]([C:19]([NH:21][C@@H:22]([CH2:26][NH:27][C:28]([C:30]3[S:31][CH:32]=[CH:33][CH:34]=3)=[O:29])[C:23]([OH:25])=[O:24])=[O:20])=[C:14]([CH3:35])[N:13]=2)[CH:5]=[CH:6][CH:7]=1.S(Cl)(Cl)=O.[CH2:40](O)[CH2:41][CH2:42][CH3:43], predict the reaction product. The product is: [CH2:40]([O:24][C:23](=[O:25])[C@@H:22]([NH:21][C:19]([C:15]1[C:16]([CH3:18])=[N:17][C:12]([NH:11][CH2:10][CH2:9][CH2:8][C:4]2[CH:5]=[CH:6][CH:7]=[C:2]([OH:1])[CH:3]=2)=[N:13][C:14]=1[CH3:35])=[O:20])[CH2:26][NH:27][C:28]([C:30]1[S:31][CH:32]=[CH:33][CH:34]=1)=[O:29])[CH2:41][CH2:42][CH3:43]. (3) Given the reactants Br[C:2]1[CH:3]=[C:4]2[C:9](=[CH:10][C:11]=1[Cl:12])[C:8](=[O:13])[N:7]([CH2:14][C:15]1[CH:20]=[CH:19][C:18]([O:21][CH3:22])=[CH:17][CH:16]=1)[CH:6]=[CH:5]2.[C:23]([O:27][C:28]([N:30]1[CH2:35][CH2:34][CH:33]([S:36]C2C=C3C(=CC=2Cl)C=NC=C3)[CH2:32][CH2:31]1)=[O:29])([CH3:26])([CH3:25])[CH3:24].ClC1C=C2C(C=CNC2=O)=CC=1SC1CCNCC1, predict the reaction product. The product is: [C:23]([O:27][C:28]([N:30]1[CH2:35][CH2:34][CH:33]([S:36][C:2]2[CH:3]=[C:4]3[C:9](=[CH:10][C:11]=2[Cl:12])[C:8](=[O:13])[N:7]([CH2:14][C:15]2[CH:20]=[CH:19][C:18]([O:21][CH3:22])=[CH:17][CH:16]=2)[CH:6]=[CH:5]3)[CH2:32][CH2:31]1)=[O:29])([CH3:26])([CH3:24])[CH3:25].